This data is from Catalyst prediction with 721,799 reactions and 888 catalyst types from USPTO. The task is: Predict which catalyst facilitates the given reaction. (1) Reactant: [Br:1][C:2]1[C:3]([F:12])=[C:4]2[C:10]([NH2:11])=[CH:9][NH:8][C:5]2=[N:6][CH:7]=1.[N:13]1[CH:18]=[CH:17][N:16]=[CH:15][C:14]=1[C:19](O)=[O:20].C1N(P(Cl)(N2C(=O)OCC2)=O)C(=O)OC1.C(N(CC)CC)C.[Li+].[OH-]. Product: [Br:1][C:2]1[C:3]([F:12])=[C:4]2[C:10]([NH:11][C:19]([C:14]3[CH:15]=[N:16][CH:17]=[CH:18][N:13]=3)=[O:20])=[CH:9][NH:8][C:5]2=[N:6][CH:7]=1. The catalyst class is: 34. (2) Reactant: [C:1]1([C@H:7]2[C@@H:11]([C:12]3[CH:17]=[CH:16][CH:15]=[CH:14][CH:13]=3)[N:10]([C:18]([O:20][C:21]([CH3:24])([CH3:23])[CH3:22])=[O:19])[C:9](SC)=[N:8]2)[CH:6]=[CH:5][CH:4]=[CH:3][CH:2]=1.[F:27][C:28]1[CH:29]=[C:30]([CH:33]=[C:34]([F:36])[CH:35]=1)[CH2:31][NH2:32]. Product: [C:21]([O:20][C:18]([N:10]1[C@H:11]([C:12]2[CH:17]=[CH:16][CH:15]=[CH:14][CH:13]=2)[C@H:7]([C:1]2[CH:6]=[CH:5][CH:4]=[CH:3][CH:2]=2)[N:8]=[C:9]1[NH:32][CH2:31][C:30]1[CH:29]=[C:28]([F:27])[CH:35]=[C:34]([F:36])[CH:33]=1)=[O:19])([CH3:24])([CH3:23])[CH3:22]. The catalyst class is: 5. (3) Reactant: Cl[C:2]1[C:11](=[O:12])[C:10]2[C:5](=[CH:6][CH:7]=[CH:8][CH:9]=2)/[C:4](=[N:13]/[S:14]([C:17]2[CH:22]=[CH:21][C:20]([C:23]3[CH:28]=[CH:27][CH:26]=[CH:25][CH:24]=3)=[CH:19][CH:18]=2)(=[O:16])=[O:15])/[CH:3]=1.[CH3:29][N:30]1[C:34]([SH:35])=[N:33][N:32]=[N:31]1.N1C=CC=CC=1. Product: [CH3:29][N:30]1[C:34]([S:35][C:2]2[C:11](=[O:12])[C:10]3[C:5](=[CH:6][CH:7]=[CH:8][CH:9]=3)/[C:4](=[N:13]/[S:14]([C:17]3[CH:22]=[CH:21][C:20]([C:23]4[CH:28]=[CH:27][CH:26]=[CH:25][CH:24]=4)=[CH:19][CH:18]=3)(=[O:16])=[O:15])/[CH:3]=2)=[N:33][N:32]=[N:31]1. The catalyst class is: 1. (4) Reactant: [F:1][CH2:2][C@@H:3]1[C@@H:11]2[C@@:6]([C:21]3[CH:26]=[CH:25][CH:24]=[CH:23][C:22]=3[F:27])([N:7]=[C:8]([NH:12]C(=O)C3C=CC=CC=3)[S:9][CH2:10]2)[CH2:5][O:4]1.N12CCCN=C1CCCCC2. Product: [F:1][CH2:2][C@@H:3]1[C@@H:11]2[C@@:6]([C:21]3[CH:26]=[CH:25][CH:24]=[CH:23][C:22]=3[F:27])([N:7]=[C:8]([NH2:12])[S:9][CH2:10]2)[CH2:5][O:4]1. The catalyst class is: 5. (5) Reactant: [CH3:1][O:2][C:3]([C:5]#[C:6][C:7]([O:9][CH3:10])=[O:8])=[O:4].[CH3:11][O:12][C:13]1[CH:14]=[C:15]2[C:20](=[C:21]([NH2:23])[CH:22]=1)[N:19]=[CH:18][CH:17]=[CH:16]2. Product: [CH3:1][O:2][C:3](=[O:4])[C:5]([NH:23][C:21]1[CH:22]=[C:13]([O:12][CH3:11])[CH:14]=[C:15]2[C:20]=1[N:19]=[CH:18][CH:17]=[CH:16]2)=[CH:6][C:7]([O:9][CH3:10])=[O:8]. The catalyst class is: 5. (6) Reactant: [NH:1]1[C:5]2=[N:6][CH:7]=[CH:8][CH:9]=[C:4]2[CH:3]=[CH:2]1.[H-].[Na+].Cl.[CH3:13][N:14]([CH3:18])[CH2:15][CH2:16]Cl. Product: [CH3:13][N:14]([CH3:18])[CH2:15][CH2:16][N:1]1[C:5]2=[N:6][CH:7]=[CH:8][CH:9]=[C:4]2[CH:3]=[CH:2]1. The catalyst class is: 3. (7) Reactant: S(=O)(=O)(O)[OH:2].N(=[CH:8][C:9]([NH:11][C:12]1[CH:19]=[CH:18][C:15]([O:16][CH3:17])=[CH:14][CH:13]=1)=[O:10])O. Product: [CH3:17][O:16][C:15]1[CH:14]=[C:13]2[C:12](=[CH:19][CH:18]=1)[NH:11][C:9](=[O:10])[C:8]2=[O:2]. The catalyst class is: 6. (8) Reactant: [C:1]([O:5][C:6](=[O:19])[NH:7][C:8]1[CH:13]=[C:12](Cl)[C:11]([Cl:15])=[CH:10][C:9]=1[N+:16]([O-:18])=[O:17])([CH3:4])([CH3:3])[CH3:2].[CH2:20]([NH:22][CH3:23])[CH3:21]. Product: [C:1]([O:5][C:6](=[O:19])[NH:7][C:8]1[CH:13]=[C:12]([N:22]([CH2:20][CH3:21])[CH3:23])[C:11]([Cl:15])=[CH:10][C:9]=1[N+:16]([O-:18])=[O:17])([CH3:4])([CH3:3])[CH3:2]. The catalyst class is: 16.